From a dataset of Catalyst prediction with 721,799 reactions and 888 catalyst types from USPTO. Predict which catalyst facilitates the given reaction. (1) Reactant: [CH3:1][C:2]1[CH:16]=[CH:15][C:5]([C:6]([NH:8][C:9]2[N:13]([CH3:14])[N:12]=[CH:11][CH:10]=2)=[O:7])=[CH:4][C:3]=1B1OC(C)(C)C(C)(C)O1.Br[C:27]1[CH:28]=[C:29]2[C:34](=[CH:35][CH:36]=1)[C:33]([O:37][CH2:38][C:39]([F:42])([F:41])[F:40])=[N:32][N:31]=[CH:30]2.C([O-])([O-])=O.[Na+].[Na+].[OH-].[Na+]. Product: [CH3:1][C:2]1[CH:16]=[CH:15][C:5]([C:6]([NH:8][C:9]2[N:13]([CH3:14])[N:12]=[CH:11][CH:10]=2)=[O:7])=[CH:4][C:3]=1[C:27]1[CH:28]=[C:29]2[C:34](=[CH:35][CH:36]=1)[C:33]([O:37][CH2:38][C:39]([F:41])([F:42])[F:40])=[N:32][N:31]=[CH:30]2. The catalyst class is: 77. (2) Reactant: [F:1][C:2]1[CH:7]=[CH:6][C:5]([C@:8]2([CH2:29][CH2:30][C:31]([OH:33])=O)[O:13][C:12](=[O:14])[N:11]([C@H:15]([C:17]3[CH:22]=[CH:21][C:20]([O:23][CH2:24][C:25]([F:28])([F:27])[F:26])=[CH:19][CH:18]=3)[CH3:16])[CH2:10][CH2:9]2)=[CH:4][CH:3]=1.C1C=CC2N(O)N=[N:40]C=2C=1.CCN=C=NCCCN(C)C.Cl.CCN(C(C)C)C(C)C.Cl. Product: [F:1][C:2]1[CH:7]=[CH:6][C:5]([C@:8]2([CH2:29][CH2:30][C:31]([NH2:40])=[O:33])[O:13][C:12](=[O:14])[N:11]([C@H:15]([C:17]3[CH:22]=[CH:21][C:20]([O:23][CH2:24][C:25]([F:28])([F:27])[F:26])=[CH:19][CH:18]=3)[CH3:16])[CH2:10][CH2:9]2)=[CH:4][CH:3]=1. The catalyst class is: 2. (3) Reactant: O1[C:5]2([CH2:10][CH2:9][CH:8]([C:11]3[CH:16]=[C:15]([NH2:17])[N:14]4[N:18]=[CH:19][CH:20]=[C:13]4[N:12]=3)[CH2:7][CH2:6]2)[O:4]CC1.CCO.O.O1CCOCC1. Product: [NH2:17][C:15]1[N:14]2[N:18]=[CH:19][CH:20]=[C:13]2[N:12]=[C:11]([CH:8]2[CH2:7][CH2:6][C:5](=[O:4])[CH2:10][CH2:9]2)[CH:16]=1. The catalyst class is: 2. (4) Reactant: C([O:3][C:4](=O)[C@@H:5]1[CH2:9][C@H:8]([CH3:10])[C:7](=O)[N:6]1[C:12]([O:14][C:15]([CH3:18])([CH3:17])[CH3:16])=[O:13])C.[BH4-].[Na+].B(F)(F)F.CCOCC. Product: [CH3:10][C@@H:8]1[CH2:7][N:6]([C:12]([O:14][C:15]([CH3:17])([CH3:16])[CH3:18])=[O:13])[C@H:5]([CH2:4][OH:3])[CH2:9]1. The catalyst class is: 7.